This data is from Reaction yield outcomes from USPTO patents with 853,638 reactions. The task is: Predict the reaction yield, written as a fraction of the theoretical maximum amount of product (1.0 means a 100% yield; for example, 0.34 means a 34% yield). (1) The reactants are [Cl:1][C:2]1[N:3]=[C:4]([CH2:17][O:18][CH3:19])[NH:5][C:6]=1[C:7]1[CH:8]=[C:9]([CH:13]=[CH:14][C:15]=1[CH3:16])[C:10]([OH:12])=O.CCN=C=NCCCN(C)C.Cl.Cl.[NH:33]1[CH2:38][CH2:37][CH:36]([C:39]2[CH:46]=[CH:45][C:42]([C:43]#[N:44])=[CH:41][CH:40]=2)[CH2:35][CH2:34]1. The catalyst is CN(C)C=O.CN(C)C1C=CN=CC=1. The product is [Cl:1][C:2]1[N:3]=[C:4]([CH2:17][O:18][CH3:19])[NH:5][C:6]=1[C:7]1[CH:8]=[C:9]([CH:13]=[CH:14][C:15]=1[CH3:16])[C:10]([N:33]1[CH2:38][CH2:37][CH:36]([C:39]2[CH:46]=[CH:45][C:42]([C:43]#[N:44])=[CH:41][CH:40]=2)[CH2:35][CH2:34]1)=[O:12]. The yield is 0.470. (2) The reactants are [Br:1][C:2]1[CH:3]=[C:4]([OH:8])[CH:5]=[N:6][CH:7]=1.C(=O)([O-])[O-].[K+].[K+].Br[CH2:16][C:17]1[CH:22]=[CH:21][CH:20]=[CH:19][CH:18]=1. The catalyst is CN(C=O)C. The product is [CH2:16]([O:8][C:4]1[CH:5]=[N:6][CH:7]=[C:2]([Br:1])[CH:3]=1)[C:17]1[CH:22]=[CH:21][CH:20]=[CH:19][CH:18]=1. The yield is 0.398. (3) The reactants are [Li+].[OH-].[OH:3][CH2:4][C:5]1[CH:6]=[C:7]([C:11]2[N:16]=[C:15]([C:17]([NH:19][C:20]3[C:25]([CH3:26])=[CH:24][N:23]=[C:22]([C:27]([O:29]CC)=[O:28])[C:21]=3[CH3:32])=[O:18])[C:14]([CH3:33])=[CH:13][CH:12]=2)[CH:8]=[CH:9][CH:10]=1.Cl. The catalyst is O.C1COCC1.CO. The product is [OH:3][CH2:4][C:5]1[CH:6]=[C:7]([C:11]2[N:16]=[C:15]([C:17]([NH:19][C:20]3[C:25]([CH3:26])=[CH:24][N:23]=[C:22]([C:27]([OH:29])=[O:28])[C:21]=3[CH3:32])=[O:18])[C:14]([CH3:33])=[CH:13][CH:12]=2)[CH:8]=[CH:9][CH:10]=1. The yield is 0.568. (4) The reactants are [OH-].[Na+].[CH3:3]I.[CH2:5]([O:8][C:9]1[C:21]([C:22]([F:25])([F:24])[F:23])=[CH:20][CH:19]=[C:18]([CH2:26][O:27][C:28]2[CH:33]=[CH:32][C:31]([C:34]3[CH:39]=[CH:38][C:37]([CH2:40][C:41]([O:43][CH2:44][CH:45]=[CH2:46])=[O:42])=[C:36]([Cl:47])[CH:35]=3)=[CH:30][CH:29]=2)[C:10]=1[C:11]([O:13][C:14]([CH3:17])([CH3:16])[CH3:15])=[O:12])[CH:6]=[CH2:7]. The catalyst is S([O-])(O)(=O)=O.C([N+](CCCC)(CCCC)CCCC)CCC.ClCCl. The product is [CH2:5]([O:8][C:9]1[C:21]([C:22]([F:24])([F:25])[F:23])=[CH:20][CH:19]=[C:18]([CH2:26][O:27][C:28]2[CH:33]=[CH:32][C:31]([C:34]3[CH:39]=[CH:38][C:37]([CH:40]([C:41]([O:43][CH2:44][CH:45]=[CH2:46])=[O:42])[CH3:3])=[C:36]([Cl:47])[CH:35]=3)=[CH:30][CH:29]=2)[C:10]=1[C:11]([O:13][C:14]([CH3:17])([CH3:16])[CH3:15])=[O:12])[CH:6]=[CH2:7]. The yield is 0.420.